This data is from Full USPTO retrosynthesis dataset with 1.9M reactions from patents (1976-2016). The task is: Predict the reactants needed to synthesize the given product. (1) Given the product [F:8][C:9]1[CH:18]=[C:13]([C:14]2[CH:20]=[C:19]([C:21]3[CH:22]=[C:23]([CH:25]=[CH:26][CH:27]=3)[NH2:24])[O:16][N:15]=2)[CH:12]=[N:11][CH:10]=1, predict the reactants needed to synthesize it. The reactants are: FC(F)(F)C(O)=O.[F:8][C:9]1[CH:10]=[N:11][CH:12]=[C:13]([CH:18]=1)[C:14](Cl)=[N:15][OH:16].[C:19]([C:21]1[CH:22]=[C:23]([CH:25]=[CH:26][CH:27]=1)[NH2:24])#[CH:20].N. (2) Given the product [O:31]1[C:32]2[CH:33]=[CH:34][C:26]([CH:25]([O:23][C:22]([C:15]3[N:14]([CH3:13])[CH:18]=[C:17]([C:19]([OH:21])=[O:20])[CH:16]=3)=[O:24])[C:12]3[CH:11]=[CH:27][C:28]4[O:29][CH2:30][O:31][C:32]=4[CH:33]=3)=[CH:27][C:28]=2[O:29][CH2:30]1, predict the reactants needed to synthesize it. The reactants are: C(N1[CH:12]=[CH:11]N=C1)(N1C=CN=C1)=O.[CH3:13][N:14]1[CH:18]=[C:17]([C:19]([OH:21])=[O:20])[CH:16]=[C:15]1[C:22]([OH:24])=[O:23].[CH2:25](O)[C:26]1[CH:34]=[CH:33][C:32]2[O:31][CH2:30][O:29][C:28]=2[CH:27]=1.Cl. (3) Given the product [CH2:5]([O:4][C:2]([NH:12][CH:13]1[CH2:18][CH2:17][N:16]([C:19]([O:21][C:22]([CH3:25])([CH3:24])[CH3:23])=[O:20])[CH2:15][C:14]1([CH3:27])[CH3:26])=[O:3])[C:6]1[CH:11]=[CH:10][CH:9]=[CH:8][CH:7]=1, predict the reactants needed to synthesize it. The reactants are: Cl[C:2]([O:4][CH2:5][C:6]1[CH:11]=[CH:10][CH:9]=[CH:8][CH:7]=1)=[O:3].[NH2:12][CH:13]1[CH2:18][CH2:17][N:16]([C:19]([O:21][C:22]([CH3:25])([CH3:24])[CH3:23])=[O:20])[CH2:15][C:14]1([CH3:27])[CH3:26].C([O-])(O)=O.[Na+]. (4) Given the product [CH3:30][C:29]1[C:24]([N:21]2[CH2:22][CH2:23][N:18]([C:16]([C:13]3[CH:14]=[CH:15][C:10]([N:7]4[C@@H:3]([CH2:2][OH:1])[CH2:4][CH2:5][C:6]4=[O:8])=[CH:11][C:12]=3[F:32])=[O:17])[CH2:19][CH2:20]2)=[N:25][CH:26]=[C:27]([CH3:31])[CH:28]=1, predict the reactants needed to synthesize it. The reactants are: [OH:1][CH2:2][C@@H:3]1[NH:7][C:6](=[O:8])[CH2:5][CH2:4]1.Br[C:10]1[CH:15]=[CH:14][C:13]([C:16]([N:18]2[CH2:23][CH2:22][N:21]([C:24]3[C:29]([CH3:30])=[CH:28][C:27]([CH3:31])=[CH:26][N:25]=3)[CH2:20][CH2:19]2)=[O:17])=[C:12]([F:32])[CH:11]=1. (5) The reactants are: [Cl:1][C:2]1[C:10]([CH2:11][NH2:12])=[CH:9][CH:8]=[C:7]([Cl:13])[C:3]=1[C:4]([OH:6])=[O:5].ClC(N(C)C)=C(C)C.[F:22][C:23]([F:31])([F:30])[C:24]([CH3:29])([CH3:28])[C:25](O)=[O:26].N1C=CC=CC=1.ClCl.CC1C2=C(C3C=CC=CC=3)NN(CC3C=CC=CC=3)C(=O)C2=NN=1. Given the product [Cl:1][C:2]1[C:10]([CH2:11][NH:12][C:25]([C:24]([CH3:29])([CH3:28])[C:23]([F:31])([F:30])[F:22])=[O:26])=[CH:9][CH:8]=[C:7]([Cl:13])[C:3]=1[C:4]([OH:6])=[O:5], predict the reactants needed to synthesize it. (6) Given the product [Cl:1][C:2]1[N:6]([CH:7]2[CH2:8][CH2:9][CH2:10][CH2:11][CH2:12]2)[C:5]([C:13]2[CH:18]=[CH:17][CH:16]=[CH:15][CH:14]=2)=[N:4][C:3]=1[C:19](=[O:20])[CH3:24], predict the reactants needed to synthesize it. The reactants are: [Cl:1][C:2]1[N:6]([CH:7]2[CH2:12][CH2:11][CH2:10][CH2:9][CH2:8]2)[C:5]([C:13]2[CH:18]=[CH:17][CH:16]=[CH:15][CH:14]=2)=[N:4][C:3]=1[CH:19]=[O:20].C[Mg+].[Br-].[CH3:24][N+]1([O-])CCOCC1. (7) Given the product [Br:1][C:2]1[CH:7]=[CH:6][C:5]([CH2:8][C:9]([NH:28][C:25]2[CH:24]=[CH:23][C:22]([C:16]3[CH:21]=[CH:20][CH:19]=[CH:18][CH:17]=3)=[CH:27][N:26]=2)=[O:11])=[CH:4][C:3]=1[C:12]([F:15])([F:14])[F:13], predict the reactants needed to synthesize it. The reactants are: [Br:1][C:2]1[CH:7]=[CH:6][C:5]([CH2:8][C:9]([OH:11])=O)=[CH:4][C:3]=1[C:12]([F:15])([F:14])[F:13].[C:16]1([C:22]2[CH:23]=[CH:24][C:25]([NH2:28])=[N:26][CH:27]=2)[CH:21]=[CH:20][CH:19]=[CH:18][CH:17]=1.CN(C(ON1N=NC2C=CC=NC1=2)=[N+](C)C)C.F[P-](F)(F)(F)(F)F.CCN(C(C)C)C(C)C. (8) Given the product [F:18][C:19]1[CH:24]=[CH:23][C:22]([S:25]([N:2]2[CH2:6][CH:5]=[CH:4][C@H:3]2[C:7]([O:9][CH3:10])=[O:8])(=[O:27])=[O:26])=[CH:21][CH:20]=1, predict the reactants needed to synthesize it. The reactants are: Cl.[NH:2]1[CH2:6][CH:5]=[CH:4][C@H:3]1[C:7]([O:9][CH3:10])=[O:8].C(N(CC)CC)C.[F:18][C:19]1[CH:24]=[CH:23][C:22]([S:25](Cl)(=[O:27])=[O:26])=[CH:21][CH:20]=1. (9) Given the product [CH3:13][O:12][C:3]1[CH:4]=[C:5]([NH:8][C:9](=[O:11])[CH3:10])[CH:6]=[CH:7][C:2]=1[C:19]1[CH:18]=[CH:17][N:16]=[CH:15][CH:20]=1, predict the reactants needed to synthesize it. The reactants are: Br[C:2]1[CH:7]=[CH:6][C:5]([NH:8][C:9](=[O:11])[CH3:10])=[CH:4][C:3]=1[O:12][CH3:13].C[C:15]1[CH:20]=[C:19](B(O)O)[CH:18]=[CH:17][N:16]=1.COCCOC.C(O)C.C(=O)([O-])[O-].[Na+].[Na+].O.